Dataset: Full USPTO retrosynthesis dataset with 1.9M reactions from patents (1976-2016). Task: Predict the reactants needed to synthesize the given product. (1) Given the product [Br:8][C:9]1[CH:10]=[CH:11][C:12]([O:17][C:18]2[CH:19]=[CH:20][C:21]3[N:25]=[C:24]([CH2:26][O:27][C:28]4[CH:29]=[C:30]([CH:34]=[CH:35][CH:36]=4)[C:31]([O:33][CH3:1])=[O:32])[N:23]([CH3:37])[C:22]=3[CH:38]=2)=[N:13][C:14]=1[O:15][CH3:16], predict the reactants needed to synthesize it. The reactants are: [CH3:1][Si](C=[N+]=[N-])(C)C.[Br:8][C:9]1[CH:10]=[CH:11][C:12]([O:17][C:18]2[CH:19]=[CH:20][C:21]3[N:25]=[C:24]([CH2:26][O:27][C:28]4[CH:29]=[C:30]([CH:34]=[CH:35][CH:36]=4)[C:31]([OH:33])=[O:32])[N:23]([CH3:37])[C:22]=3[CH:38]=2)=[N:13][C:14]=1[O:15][CH3:16]. (2) Given the product [N:9]1([C:5]2[CH:6]=[CH:7][C:2]([NH2:1])=[N:3][CH:4]=2)[CH2:14][CH2:13][O:12][CH2:11][CH2:10]1, predict the reactants needed to synthesize it. The reactants are: [NH2:1][C:2]1[CH:7]=[CH:6][C:5](Br)=[CH:4][N:3]=1.[NH:9]1[CH2:14][CH2:13][O:12][CH2:11][CH2:10]1.CN(C1C(C2C(P(C3CCCCC3)C3CCCCC3)=CC=CC=2)=CC=CC=1)C.C[Si]([N-][Si](C)(C)C)(C)C.[Li+].C1COCC1. (3) Given the product [NH2:7][C:3]1[CH:2]=[C:1]([NH:8][C:16]([NH:15][C:9]2[CH:14]=[CH:13][CH:12]=[CH:11][CH:10]=2)=[O:17])[CH:6]=[CH:5][CH:4]=1, predict the reactants needed to synthesize it. The reactants are: [C:1]1([NH2:8])[CH:6]=[CH:5][CH:4]=[C:3]([NH2:7])[CH:2]=1.[C:9]1([N:15]=[C:16]=[O:17])[CH:14]=[CH:13][CH:12]=[CH:11][CH:10]=1. (4) Given the product [C:12]([O:11][C:9]([N:7]1[CH2:8][C:4]([F:20])([F:3])[CH2:5][C@H:6]1[C:16]([OH:18])=[O:17])=[O:10])([CH3:15])([CH3:13])[CH3:14], predict the reactants needed to synthesize it. The reactants are: [OH-].[Na+].[F:3][C:4]1([F:20])[CH2:8][N:7]([C:9]([O:11][C:12]([CH3:15])([CH3:14])[CH3:13])=[O:10])[C@H:6]([C:16]([O:18]C)=[O:17])[CH2:5]1.Cl.